From a dataset of Catalyst prediction with 721,799 reactions and 888 catalyst types from USPTO. Predict which catalyst facilitates the given reaction. (1) Reactant: [C:1]([C:5]1[CH:6]=[C:7]([NH2:27])[N:8]([C:10]2[CH:15]=[CH:14][C:13]([Cl:16])=[C:12]([O:17][CH2:18][CH2:19][O:20][CH:21]3[CH2:26][CH2:25][CH2:24][CH2:23][O:22]3)[CH:11]=2)[N:9]=1)([CH3:4])([CH3:3])[CH3:2].[OH-].[Na+].Cl[C:31]([O:33][CH2:34][C:35]([Cl:38])([Cl:37])[Cl:36])=[O:32]. Product: [Cl:36][C:35]([Cl:38])([Cl:37])[CH2:34][O:33][C:31](=[O:32])[NH:27][C:7]1[N:8]([C:10]2[CH:15]=[CH:14][C:13]([Cl:16])=[C:12]([O:17][CH2:18][CH2:19][O:20][CH:21]3[CH2:26][CH2:25][CH2:24][CH2:23][O:22]3)[CH:11]=2)[N:9]=[C:5]([C:1]([CH3:4])([CH3:2])[CH3:3])[CH:6]=1. The catalyst class is: 25. (2) Reactant: [H-].[Na+].[CH3:3][C:4]1[O:8][N:7]=[C:6]([CH2:9][CH2:10][CH3:11])[C:5]=1[CH2:12][OH:13].Cl[C:15]1[CH:24]=[CH:23][C:18]([C:19]([O:21][CH3:22])=[O:20])=[CH:17][N:16]=1.O. Product: [CH3:22][O:21][C:19](=[O:20])[C:18]1[CH:23]=[CH:24][C:15]([O:13][CH2:12][C:5]2[C:6]([CH2:9][CH2:10][CH3:11])=[N:7][O:8][C:4]=2[CH3:3])=[N:16][CH:17]=1. The catalyst class is: 1. (3) Reactant: [CH3:1][C:2]1[S:6][C:5]([C:7]([O:9]C)=[O:8])=[CH:4][C:3]=1[C:11]1[N:15]([CH3:16])[N:14]=[CH:13][CH:12]=1.[Br:17]N1C(=O)CCC1=O.[OH-].[Na+]. Product: [Br:17][C:12]1[CH:13]=[N:14][N:15]([CH3:16])[C:11]=1[C:3]1[CH:4]=[C:5]([C:7]([OH:9])=[O:8])[S:6][C:2]=1[CH3:1]. The catalyst class is: 7. (4) Reactant: [F:1][C:2]1[CH:7]=[CH:6][C:5]([CH2:8][C:9](Cl)=[O:10])=[CH:4][CH:3]=1.[S-:12][C:13]#[N:14].[K+].[NH2:16][C:17]1[CH:38]=[CH:37][C:20]([O:21][C:22]2[CH:27]=[CH:26][N:25]=[C:24]([NH:28][C:29]([N:31]3[CH2:36][CH2:35][O:34][CH2:33][CH2:32]3)=[O:30])[CH:23]=2)=[C:19]([CH3:39])[CH:18]=1.C(O)C. Product: [CH3:39][C:19]1[CH:18]=[C:17]([NH:16][C:13]([NH:14][C:9](=[O:10])[CH2:8][C:5]2[CH:6]=[CH:7][C:2]([F:1])=[CH:3][CH:4]=2)=[S:12])[CH:38]=[CH:37][C:20]=1[O:21][C:22]1[CH:27]=[CH:26][N:25]=[C:24]([NH:28][C:29]([N:31]2[CH2:36][CH2:35][O:34][CH2:33][CH2:32]2)=[O:30])[CH:23]=1. The catalyst class is: 753. (5) Product: [Cl:18][C:15]1[CH:16]=[CH:17][C:12]([C:5]2[C:6]3[C:11](=[CH:10][CH:9]=[CH:8][CH:7]=3)[C:2]([NH:19][C:20]3[CH:21]=[CH:22][C:23]([S:26][C:27]4[CH:32]=[CH:31][N:30]=[C:29]([NH:33][CH2:34][CH2:35][NH:36][CH3:37])[N:28]=4)=[CH:24][CH:25]=3)=[N:3][N:4]=2)=[CH:13][CH:14]=1. The catalyst class is: 868. Reactant: Cl[C:2]1[C:11]2[C:6](=[CH:7][CH:8]=[CH:9][CH:10]=2)[C:5]([C:12]2[CH:17]=[CH:16][C:15]([Cl:18])=[CH:14][CH:13]=2)=[N:4][N:3]=1.[NH2:19][C:20]1[CH:25]=[CH:24][C:23]([S:26][C:27]2[CH:32]=[CH:31][N:30]=[C:29]([NH:33][CH2:34][CH2:35][N:36](C)[C:37](=O)OC(C)(C)C)[N:28]=2)=[CH:22][CH:21]=1.C(O)(C(F)(F)F)=O. (6) Reactant: [Cl:1][C:2]1[CH:7]=[CH:6][C:5]([C:8]2[C:17]3[C:12](=[CH:13][CH:14]=[C:15]([C:18](O)=[O:19])[CH:16]=3)[CH:11]=[N:10][CH:9]=2)=[CH:4][CH:3]=1.C([N:24](CC)[CH:25]([CH3:27])[CH3:26])(C)C.F[P-](F)(F)(F)(F)F.N1(OC(N(C)C)=[N+](C)C)C2N=CC=CC=2N=N1.C1(N)CC1. Product: [Cl:1][C:2]1[CH:7]=[CH:6][C:5]([C:8]2[C:17]3[C:12](=[CH:13][CH:14]=[C:15]([C:18]([NH:24][CH:25]4[CH2:27][CH2:26]4)=[O:19])[CH:16]=3)[CH:11]=[N:10][CH:9]=2)=[CH:4][CH:3]=1. The catalyst class is: 9. (7) Reactant: [Br:1][C:2]1[C:10]2[C:5](=[CH:6][CH:7]=[CH:8][C:9]=2[N+:11]([O-:13])=[O:12])[NH:4][N:3]=1.C(=O)([O-])[O-].[K+].[K+].Cl[CH2:21][C:22]([O:24][CH2:25][CH3:26])=[O:23]. Product: [Br:1][C:2]1[C:10]2[C:5](=[CH:6][CH:7]=[CH:8][C:9]=2[N+:11]([O-:13])=[O:12])[N:4]([CH2:21][C:22]([O:24][CH2:25][CH3:26])=[O:23])[N:3]=1. The catalyst class is: 18.